This data is from Catalyst prediction with 721,799 reactions and 888 catalyst types from USPTO. The task is: Predict which catalyst facilitates the given reaction. (1) Reactant: [CH2:1]([N:3]([CH2:11][C:12](=[O:31])[NH:13][CH2:14][C:15]1[CH:20]=[C:19]([C:21]2[CH:26]=[CH:25][C:24]([C:27]([F:30])([F:29])[F:28])=[CH:23][CH:22]=2)[N:18]=[CH:17][N:16]=1)C(=O)OC(C)(C)C)[CH3:2].O1CCOCC1. Product: [CH2:1]([NH:3][CH2:11][C:12]([NH:13][CH2:14][C:15]1[CH:20]=[C:19]([C:21]2[CH:26]=[CH:25][C:24]([C:27]([F:29])([F:30])[F:28])=[CH:23][CH:22]=2)[N:18]=[CH:17][N:16]=1)=[O:31])[CH3:2]. The catalyst class is: 33. (2) Reactant: [O:1]1[C:5]2[CH:6]=[CH:7][C:8]([CH:10]([NH:16][C@H:17]([C:22]([O:24]C)=[O:23])[CH2:18][CH:19]([CH3:21])[CH3:20])[C:11]([N:13]([CH3:15])[CH3:14])=[O:12])=[CH:9][C:4]=2[CH:3]=[CH:2]1.[OH-].[Li+]. Product: [O:1]1[C:5]2[CH:6]=[CH:7][C:8]([CH:10]([NH:16][C@H:17]([C:22]([OH:24])=[O:23])[CH2:18][CH:19]([CH3:21])[CH3:20])[C:11]([N:13]([CH3:15])[CH3:14])=[O:12])=[CH:9][C:4]=2[CH:3]=[CH:2]1. The catalyst class is: 24. (3) The catalyst class is: 7. Reactant: [H-].[Na+].[CH2:3]([OH:7])[C:4]#[C:5][CH3:6].[Cl:8][C:9]1[CH:14]=[C:13](Cl)[N:12]=[CH:11][N:10]=1.[Cl-].[NH4+]. Product: [Cl:8][C:9]1[CH:14]=[C:13]([O:7][CH2:3][C:4]#[C:5][CH3:6])[N:12]=[CH:11][N:10]=1.